This data is from Full USPTO retrosynthesis dataset with 1.9M reactions from patents (1976-2016). The task is: Predict the reactants needed to synthesize the given product. Given the product [CH:1]([O:4][C:5]([N:7]1[CH2:12][CH2:11][CH:10]([O:13][C:14]2[C:19]([O:20][CH3:21])=[C:18]([N:38]3[C:39]4[C:35](=[CH:34][C:33]([S:30]([CH3:29])(=[O:32])=[O:31])=[CH:41][CH:40]=4)[CH2:36][CH2:37]3)[N:17]=[CH:16][N:15]=2)[CH2:9][CH2:8]1)=[O:6])([CH3:3])[CH3:2], predict the reactants needed to synthesize it. The reactants are: [CH:1]([O:4][C:5]([N:7]1[CH2:12][CH2:11][CH:10]([O:13][C:14]2[C:19]([O:20][CH3:21])=[C:18](Cl)[N:17]=[CH:16][N:15]=2)[CH2:9][CH2:8]1)=[O:6])([CH3:3])[CH3:2].C(=O)([O-])[O-].[Cs+].[Cs+].[CH3:29][S:30]([C:33]1[CH:34]=[C:35]2[C:39](=[CH:40][CH:41]=1)[NH:38][CH2:37][CH2:36]2)(=[O:32])=[O:31].F[B-](F)(F)F.C([PH+](C(C)(C)C)C(C)(C)C)(C)(C)C.